From a dataset of Full USPTO retrosynthesis dataset with 1.9M reactions from patents (1976-2016). Predict the reactants needed to synthesize the given product. (1) Given the product [CH3:69][O:70][CH2:71][CH2:72][N:73]([CH3:74])[C:2]1[CH:3]=[C:4]([C:10]2[CH:15]=[CH:14][CH:13]=[CH:12][C:11]=2[CH3:16])[C:5]([NH:8][CH3:9])=[CH:6][N:7]=1, predict the reactants needed to synthesize it. The reactants are: Cl[C:2]1[N:7]=[CH:6][C:5]([NH:8][CH3:9])=[C:4]([C:10]2[CH:15]=[CH:14][CH:13]=[CH:12][C:11]=2[CH3:16])[CH:3]=1.CC(C)([O-])C.[Na+].C1C=CC(P(C2C(C3C(P(C4C=CC=CC=4)C4C=CC=CC=4)=CC=C4C=3C=CC=C4)=C3C(C=CC=C3)=CC=2)C2C=CC=CC=2)=CC=1.[CH3:69][O:70][CH2:71][CH2:72][NH:73][CH3:74]. (2) Given the product [CH3:25][C:17]1[CH:18]=[C:19]([N+:22]([O-:24])=[O:23])[CH:20]=[CH:21][C:16]=1[O:14][CH2:13][CH:8]1[CH2:9][CH2:10][CH2:11][CH2:12][O:7]1, predict the reactants needed to synthesize it. The reactants are: CC(C)([O-])C.[K+].[O:7]1[CH2:12][CH2:11][CH2:10][CH2:9][CH:8]1[CH2:13][OH:14].F[C:16]1[CH:21]=[CH:20][C:19]([N+:22]([O-:24])=[O:23])=[CH:18][C:17]=1[CH3:25]. (3) Given the product [F:31][C:24]1[CH:25]=[C:3]([O:2][CH3:1])[CH:4]=[CH:5][C:6]=1[C:7]([NH:9][C:10]1[C:11]([F:23])=[C:12]([F:22])[C:13]([C:18]([F:20])([F:19])[F:21])=[C:14]([F:17])[C:15]=1[F:16])=[O:8], predict the reactants needed to synthesize it. The reactants are: [CH3:1][O:2][C:3]1[CH:25]=[CH:24][C:6]([C:7]([NH:9][C:10]2[C:15]([F:16])=[C:14]([F:17])[C:13]([C:18]([F:21])([F:20])[F:19])=[C:12]([F:22])[C:11]=2[F:23])=[O:8])=[CH:5][CH:4]=1.[O-]S(C(F)(F)[F:31])(=O)=O.F[N+]1C(C)=CC(C)=CC=1C. (4) The reactants are: [Br:1][CH2:2][CH:3]([OH:6])[CH2:4][Br:5].N1C=CN=C1.[C:12]([Si:16](Cl)([C:23]1[CH:28]=[CH:27][CH:26]=[CH:25][CH:24]=1)[C:17]1[CH:22]=[CH:21][CH:20]=[CH:19][CH:18]=1)([CH3:15])([CH3:14])[CH3:13]. Given the product [Br:1][CH2:2][CH:3]([CH2:4][Br:5])[O:6][Si:16]([C:12]([CH3:15])([CH3:14])[CH3:13])([C:23]1[CH:24]=[CH:25][CH:26]=[CH:27][CH:28]=1)[C:17]1[CH:22]=[CH:21][CH:20]=[CH:19][CH:18]=1, predict the reactants needed to synthesize it. (5) Given the product [O:1]1[C:5]2([CH2:6][CH2:7][C:8]([O:11][Si:28]([CH:35]([CH3:37])[CH3:36])([CH:32]([CH3:34])[CH3:33])[CH:29]([CH3:31])[CH3:30])=[CH:9][CH2:10]2)[O:4][CH2:3][CH2:2]1, predict the reactants needed to synthesize it. The reactants are: [O:1]1[C:5]2([CH2:10][CH2:9][C:8](=[O:11])[CH2:7][CH2:6]2)[O:4][CH2:3][CH2:2]1.C(N(CC)CC)C.S(O[Si:28]([CH:35]([CH3:37])[CH3:36])([CH:32]([CH3:34])[CH3:33])[CH:29]([CH3:31])[CH3:30])(OC(F)(F)F)(=O)=O.O. (6) Given the product [CH3:12][C:10]1([CH3:11])[C:13]([CH3:15])([CH3:14])[O:16][B:8]([C:4]2[CH:3]=[C:2]([CH:7]=[CH:6][CH:5]=2)[O:1][CH2:18][CH:19]2[CH2:24][CH2:23][CH2:22][CH2:21][O:20]2)[O:9]1, predict the reactants needed to synthesize it. The reactants are: [OH:1][C:2]1[CH:3]=[C:4]([B:8]2[O:16][C:13]([CH3:15])([CH3:14])[C:10]([CH3:12])([CH3:11])[O:9]2)[CH:5]=[CH:6][CH:7]=1.Br[CH2:18][CH:19]1[CH2:24][CH2:23][CH2:22][CH2:21][O:20]1.C(=O)([O-])[O-].[K+].[K+].